This data is from Reaction yield outcomes from USPTO patents with 853,638 reactions. The task is: Predict the reaction yield, written as a fraction of the theoretical maximum amount of product (1.0 means a 100% yield; for example, 0.34 means a 34% yield). (1) The yield is 0.700. The catalyst is O.[Cl-].[Na+].O. The product is [CH2:22]([O:20][CH2:19][CH2:18][O:17][CH2:16][CH2:15][O:14][CH2:13][CH2:12][O:11][CH2:10][CH2:9][O:8][CH2:7][CH2:6][O:5][CH2:4][CH2:3][OH:21])[C:23]1[CH:28]=[CH:27][CH:26]=[CH:25][CH:24]=1. The reactants are [OH-].[Na+].[CH2:3]([OH:21])[CH2:4][O:5][CH2:6][CH2:7][O:8][CH2:9][CH2:10][O:11][CH2:12][CH2:13][O:14][CH2:15][CH2:16][O:17][CH2:18][CH2:19][OH:20].[CH2:22](Cl)[C:23]1[CH:28]=[CH:27][CH:26]=[CH:25][CH:24]=1. (2) The reactants are I[C:2]1[CH:3]=[C:4]([CH2:8][CH2:9][N:10]2[CH2:15][CH2:14][N:13]([C:16]3[CH:25]=[CH:24][CH:23]=[C:22]4[C:17]=3[CH:18]=[CH:19][C:20]([CH3:26])=[N:21]4)[CH2:12][CH2:11]2)[CH:5]=[CH:6][CH:7]=1.[NH:27]1[C:31]2=[N:32][CH2:33][CH2:34][N:30]2[CH:29]=[N:28]1.P([O-])([O-])([O-])=O.[K+].[K+].[K+]. The catalyst is COCCOC.CO.C([O-])(=O)C.[Pd+2].C([O-])(=O)C. The product is [N:27]1[N:28]=[CH:29][N:30]2[CH2:34][CH2:33][N:32]([C:2]3[CH:3]=[C:4]([CH2:8][CH2:9][N:10]4[CH2:15][CH2:14][N:13]([C:16]5[CH:25]=[CH:24][CH:23]=[C:22]6[C:17]=5[CH:18]=[CH:19][C:20]([CH3:26])=[N:21]6)[CH2:12][CH2:11]4)[CH:5]=[CH:6][CH:7]=3)[C:31]=12. The yield is 0.260. (3) The reactants are [N+:1]([C:4]1[C:10]([OH:11])=[CH:9][CH:8]=[CH:7][C:5]=1[OH:6])([O-])=O. The catalyst is C(O)C.[Pd]. The product is [NH2:1][C:4]1[C:10]([OH:11])=[CH:9][CH:8]=[CH:7][C:5]=1[OH:6]. The yield is 0.970. (4) The reactants are [CH2:1]([O:13][C:14]1[CH:21]=[CH:20][C:17]([CH:18]=[O:19])=[CH:16][CH:15]=1)[CH2:2][CH2:3][CH2:4][CH2:5][CH2:6][CH2:7][CH2:8][CH2:9][CH2:10][CH2:11][CH3:12].[BH4-].[Na+]. The catalyst is C1COCC1. The product is [CH2:1]([O:13][C:14]1[CH:15]=[CH:16][C:17]([CH2:18][OH:19])=[CH:20][CH:21]=1)[CH2:2][CH2:3][CH2:4][CH2:5][CH2:6][CH2:7][CH2:8][CH2:9][CH2:10][CH2:11][CH3:12]. The yield is 0.940.